This data is from NCI-60 drug combinations with 297,098 pairs across 59 cell lines. The task is: Regression. Given two drug SMILES strings and cell line genomic features, predict the synergy score measuring deviation from expected non-interaction effect. (1) Drug 1: C1=CC(=C2C(=C1NCCNCCO)C(=O)C3=C(C=CC(=C3C2=O)O)O)NCCNCCO. Drug 2: C(CC(=O)O)C(=O)CN.Cl. Cell line: M14. Synergy scores: CSS=9.37, Synergy_ZIP=-3.87, Synergy_Bliss=-6.97, Synergy_Loewe=-37.0, Synergy_HSA=-5.74. (2) Drug 1: CN(C)N=NC1=C(NC=N1)C(=O)N. Drug 2: COC1=NC(=NC2=C1N=CN2C3C(C(C(O3)CO)O)O)N. Cell line: RPMI-8226. Synergy scores: CSS=7.51, Synergy_ZIP=-1.75, Synergy_Bliss=3.41, Synergy_Loewe=-4.96, Synergy_HSA=-0.857.